From a dataset of Merck oncology drug combination screen with 23,052 pairs across 39 cell lines. Regression. Given two drug SMILES strings and cell line genomic features, predict the synergy score measuring deviation from expected non-interaction effect. (1) Drug 1: Nc1ccn(C2OC(CO)C(O)C2(F)F)c(=O)n1. Drug 2: COC1CC2CCC(C)C(O)(O2)C(=O)C(=O)N2CCCCC2C(=O)OC(C(C)CC2CCC(OP(C)(C)=O)C(OC)C2)CC(=O)C(C)C=C(C)C(O)C(OC)C(=O)C(C)CC(C)C=CC=CC=C1C. Cell line: RPMI7951. Synergy scores: synergy=1.28. (2) Drug 1: N.N.O=C(O)C1(C(=O)O)CCC1.[Pt]. Drug 2: CC1(c2nc3c(C(N)=O)cccc3[nH]2)CCCN1. Cell line: MDAMB436. Synergy scores: synergy=8.58. (3) Cell line: A2058. Drug 1: N.N.O=C(O)C1(C(=O)O)CCC1.[Pt]. Synergy scores: synergy=-5.28. Drug 2: CS(=O)(=O)CCNCc1ccc(-c2ccc3ncnc(Nc4ccc(OCc5cccc(F)c5)c(Cl)c4)c3c2)o1. (4) Drug 1: C#Cc1cccc(Nc2ncnc3cc(OCCOC)c(OCCOC)cc23)c1. Drug 2: CCc1cnn2c(NCc3ccc[n+]([O-])c3)cc(N3CCCCC3CCO)nc12. Cell line: UWB1289. Synergy scores: synergy=8.55. (5) Drug 1: CCC1=CC2CN(C1)Cc1c([nH]c3ccccc13)C(C(=O)OC)(c1cc3c(cc1OC)N(C)C1C(O)(C(=O)OC)C(OC(C)=O)C4(CC)C=CCN5CCC31C54)C2. Drug 2: C#Cc1cccc(Nc2ncnc3cc(OCCOC)c(OCCOC)cc23)c1. Cell line: T47D. Synergy scores: synergy=-12.3. (6) Drug 1: Cn1nnc2c(C(N)=O)ncn2c1=O. Drug 2: CCc1c2c(nc3ccc(O)cc13)-c1cc3c(c(=O)n1C2)COC(=O)C3(O)CC. Cell line: VCAP. Synergy scores: synergy=-12.4. (7) Drug 1: CCC1(O)CC2CN(CCc3c([nH]c4ccccc34)C(C(=O)OC)(c3cc4c(cc3OC)N(C)C3C(O)(C(=O)OC)C(OC(C)=O)C5(CC)C=CCN6CCC43C65)C2)C1. Drug 2: Cn1cc(-c2cnn3c(N)c(Br)c(C4CCCNC4)nc23)cn1. Cell line: SKOV3. Synergy scores: synergy=7.72. (8) Drug 1: COc1cc(C2c3cc4c(cc3C(OC3OC5COC(C)OC5C(O)C3O)C3COC(=O)C23)OCO4)cc(OC)c1O. Drug 2: CC(C)CC(NC(=O)C(Cc1ccccc1)NC(=O)c1cnccn1)B(O)O. Cell line: CAOV3. Synergy scores: synergy=54.3.